From a dataset of Cav3 T-type calcium channel HTS with 100,875 compounds. Binary Classification. Given a drug SMILES string, predict its activity (active/inactive) in a high-throughput screening assay against a specified biological target. (1) The compound is O=C1N(C(=O)C2C1CC(CC2)C)c1c(OC(=O)c2ccc(cc2)C)cccc1. The result is 0 (inactive). (2) The drug is S(c1n(c(nn1)C(NC(=O)c1sccc1)C)CC=C)CC(=O)Nc1cc(ccc1)C(OC)=O. The result is 0 (inactive). (3) The drug is Clc1c(NC(=O)N2C(Cc3c(C2)cccc3)C(=O)NC(C)(C)C)cccc1. The result is 0 (inactive).